Dataset: Experimentally validated miRNA-target interactions with 360,000+ pairs, plus equal number of negative samples. Task: Binary Classification. Given a miRNA mature sequence and a target amino acid sequence, predict their likelihood of interaction. (1) The miRNA is hsa-miR-1915-5p with sequence ACCUUGCCUUGCUGCCCGGGCC. The protein sequence of the target gene is MRDLPLTSLALVLSALGALLGTEALRAEEPAVGTSGLIFREDLDWPPGSPQEPLCLVALGGDSNGSSSPLRVVGALSAYEQAFLGAVQRARWGPRDLATFGVCNTGDRQAALPSLRRLGAWLRDPGGQRLVVLHLEEVTWEPTPSLRFQEPPPGGAGPPELALLVLYPGPGPEVTVTRAGLPGAQSLCPSRDTRYLVLAVDRPAGAWRGSGLALTLQPRGEDSRLSTARLQALLFGDDHRCFTRMTPALLLLPRSEPAPLPAHGQLDTVPFPPPRPSAELEESPPSADPFLETLTRLVRA.... Result: 0 (no interaction). (2) The miRNA is hsa-miR-5705 with sequence UGUUUCGGGGCUCAUGGCCUGUG. The protein sequence of the target gene is MSDTLTADVIGRRVEVNGEHATVRFAGVVPPVAGPWLGVEWDNPERGKHDGSHEGTVYFKCRHPTGGSFIRPNKVNFGTDFLTAIKNRYVLEDGPEEDRKEQIVTIGNKPVETIGFDSIMKQQSQLSKLQEVSLRNCAVSCAGEKGGVAEACPNIRKVDLSKNLLSSWDEVIHIADQLRHLEVLNVSENKLKFPSGSVLTGTLSVLKVLVLNQTGITWAEVLRCVAGCPGLEELYLESNNIFISERPTDVLQTVKLLDLSSNQLIDENQLYLIAHLPRLEQLILSDTGISSLHFPDAGIG.... Result: 0 (no interaction). (3) The miRNA is hsa-miR-372-5p with sequence CCUCAAAUGUGGAGCACUAUUCU. The protein sequence of the target gene is MSQGVRRAGAGQGVAAAVQLLVTLSFLRSVVEAQVTGVLDDCLCDIDSIDNFNTYKIFPKIKKLQERDYFRYYKVNLKRPCPFWAEDGHCSIKDCHVEPCPESKIPVGIKAGHSNKYLKMANNTKELEDCEQANKLGAINSTLSNQSKEAFIDWARYDDSRDHFCELDDERSPAAQYVDLLLNPERYTGYKGTSAWRVWNSIYEENCFKPRSVYRPLNPLAPSRGEDDGESFYTWLEGLCLEKRVFYKLISGLHASINLHLCANYLLEETWGKPSWGPNIKEFKHRFDPVETKGEGPRRL.... Result: 0 (no interaction). (4) The miRNA is hsa-miR-106b-5p with sequence UAAAGUGCUGACAGUGCAGAU. The protein sequence of the target gene is MAAAWGSSLTAATQRAVTPWPRGRLLTASLGPQARREASSSSPEAGEGQIRLTDSCVQRLLEITEGSEFLRLQVEGGGCSGFQYKFSLDTVINPDDRVFEQGGARVVVDSDSLAFVKGAQVDFSQELIRSSFQVLNNPQAQQGCSCGSSFSIKL. Result: 1 (interaction).